Regression/Classification. Given a drug SMILES string, predict its absorption, distribution, metabolism, or excretion properties. Task type varies by dataset: regression for continuous measurements (e.g., permeability, clearance, half-life) or binary classification for categorical outcomes (e.g., BBB penetration, CYP inhibition). Dataset: cyp1a2_veith. From a dataset of CYP1A2 inhibition data for predicting drug metabolism from PubChem BioAssay. The compound is COc1ccc(Oc2ncc3nc(-c4cccs4)c(=O)n(-c4ccccc4)c3n2)cc1. The result is 1 (inhibitor).